Dataset: Full USPTO retrosynthesis dataset with 1.9M reactions from patents (1976-2016). Task: Predict the reactants needed to synthesize the given product. (1) Given the product [CH2:12]([O:14][C:15](=[O:19])[C:16](=[N+:17]=[N-:18])[CH:2]=[O:3])[CH3:13], predict the reactants needed to synthesize it. The reactants are: C(Cl)(=O)[C:2](Cl)=[O:3].CN(C=O)C.[CH2:12]([O:14][C:15](=[O:19])[CH:16]=[N+:17]=[N-:18])[CH3:13].CCOCC. (2) Given the product [C:38]1([C@@H:44]2[NH:49][CH2:48][CH:47]3[C@:27]2([O:29][C:30](=[O:36])[N:22]([C@H:20]([C:12]2[CH:11]=[C:10]([C:9]([F:24])([F:25])[F:8])[CH:15]=[C:14]([C:16]([F:17])([F:18])[F:19])[CH:13]=2)[CH3:21])[CH3:23])[CH2:46]3)[CH:43]=[CH:42][CH:41]=[CH:40][CH:39]=1, predict the reactants needed to synthesize it. The reactants are: C(N(CC)CC)C.[F:8][C:9]([F:25])([F:24])[C:10]1[CH:11]=[C:12]([C@@H:20]([NH:22][CH3:23])[CH3:21])[CH:13]=[C:14]([C:16]([F:19])([F:18])[F:17])[CH:15]=1.Cl[C:27](Cl)([O:29][C:30](=[O:36])OC(Cl)(Cl)Cl)Cl.[C:38]1([CH:44]2[NH:49][CH2:48][CH:47]3C2(CO)[CH2:46]3)[CH:43]=[CH:42][CH:41]=[CH:40][CH:39]=1.C(N(C(C)C)CC)(C)C. (3) Given the product [CH3:9][C:6]1([CH3:8])[CH2:7][C:2]([CH3:18])([CH3:1])[CH2:3][CH:4]([C:20]2[C:19](=[CH2:24])[CH:23]=[CH:22][CH:21]=2)[CH2:5]1, predict the reactants needed to synthesize it. The reactants are: [CH3:1][C:2]1([CH3:18])[CH2:7][C:6]([CH3:9])([CH3:8])[CH2:5][CH:4](C2C=CC(=C(C)C)C=2)[CH2:3]1.[CH:19]1([CH:24]2CC(C)(C)CC(C)(C)C2)[CH:23]=[CH:22][CH:21]=[CH:20]1.CC(C)=O.N1CCCC1.